Dataset: Catalyst prediction with 721,799 reactions and 888 catalyst types from USPTO. Task: Predict which catalyst facilitates the given reaction. (1) The catalyst class is: 73. Reactant: Cl[C:2]1[CH:3]=[CH:4][C:5]2[N:6]([CH:8]=[CH:9][C:10](=[O:20])[C:11]=2[C:12]2[C:17]([F:18])=[CH:16][CH:15]=[CH:14][C:13]=2[F:19])[N:7]=1.[C:21]1([C:30]2[CH:35]=[CH:34][CH:33]=[CH:32][CH:31]=2)[CH:26]=[CH:25][CH:24]=[CH:23][C:22]=1B(O)O. Product: [C:21]1([C:30]2[CH:31]=[CH:32][CH:33]=[CH:34][CH:35]=2)[CH:26]=[CH:25][CH:24]=[CH:23][C:22]=1[C:2]1[CH:3]=[CH:4][C:5]2[N:6]([CH:8]=[CH:9][C:10](=[O:20])[C:11]=2[C:12]2[C:17]([F:18])=[CH:16][CH:15]=[CH:14][C:13]=2[F:19])[N:7]=1. (2) Reactant: [H-].[Na+].[CH2:3]([OH:10])[C:4]1[CH:9]=[CH:8][CH:7]=[CH:6][CH:5]=1.Cl[C:12]1[N:20]=[CH:19][N:18]=[C:17]2[C:13]=1[NH:14][CH:15]=[N:16]2. Product: [CH2:3]([O:10][C:12]1[N:20]=[CH:19][N:18]=[C:17]2[C:13]=1[NH:14][CH:15]=[N:16]2)[C:4]1[CH:9]=[CH:8][CH:7]=[CH:6][CH:5]=1. The catalyst class is: 6. (3) Reactant: C(C1CCC([N:11]([CH2:26][C:27]2[CH:44]=[CH:43][C:30]([C:31]([CH:33]([NH:37][CH2:38][CH2:39][C:40]([OH:42])=[O:41])[CH:34]3[CH2:36][CH2:35]3)=[O:32])=[CH:29][CH:28]=2)[C:12]([NH:14][C:15]2[CH:20]=[CH:19][C:18]([O:21][C:22]([F:25])([F:24])[F:23])=[CH:17][CH:16]=2)=[O:13])CC1)(C)(C)C.[C:45](O)([C:47](F)(F)F)=O. Product: [C:27]([CH:45]1[CH2:47][CH2:17][CH:16]([CH:26]([NH:11][C:12]([NH:14][C:15]2[CH:16]=[CH:17][C:18]([O:21][C:22]([F:23])([F:24])[F:25])=[CH:19][CH:20]=2)=[O:13])[C:27]2[CH:44]=[CH:43][C:30]([C:31]([CH:33]([NH:37][CH2:38][CH2:39][C:40]([OH:42])=[O:41])[CH:34]3[CH2:35][CH2:36]3)=[O:32])=[CH:29][CH:28]=2)[CH2:15][CH2:20]1)([CH3:44])([CH3:28])[CH3:26]. The catalyst class is: 4. (4) Reactant: [F:1][C:2]([F:7])([F:6])[C:3]([OH:5])=[O:4].[Cl:8][C:9]1[CH:10]=[C:11]([C:19]2[O:23][N:22]=[C:21]([C:24]3[C:25]([CH3:45])=[C:26]4[C:31](=[CH:32][CH:33]=3)[CH:30]([CH2:34][C:35]([OH:37])=[O:36])[N:29](C(OC(C)(C)C)=O)[CH2:28][CH2:27]4)[N:20]=2)[CH:12]=[CH:13][C:14]=1[O:15][CH:16]([CH3:18])[CH3:17]. Product: [F:1][C:2]([F:7])([F:6])[C:3]([OH:5])=[O:4].[Cl:8][C:9]1[CH:10]=[C:11]([C:19]2[O:23][N:22]=[C:21]([C:24]3[C:25]([CH3:45])=[C:26]4[C:31](=[CH:32][CH:33]=3)[CH:30]([CH2:34][C:35]([OH:37])=[O:36])[NH:29][CH2:28][CH2:27]4)[N:20]=2)[CH:12]=[CH:13][C:14]=1[O:15][CH:16]([CH3:17])[CH3:18]. The catalyst class is: 4.